This data is from Forward reaction prediction with 1.9M reactions from USPTO patents (1976-2016). The task is: Predict the product of the given reaction. (1) Given the reactants [NH2:1][C:2]1[C:3]([OH:13])=[C:4]([S:9]([NH2:12])(=[O:11])=[O:10])[C:5]([Cl:8])=[CH:6][CH:7]=1.[CH:14]([N:18]=[C:19]=[O:20])([CH2:16][CH3:17])[CH3:15], predict the reaction product. The product is: [NH2:12][S:9]([C:4]1[C:3]([OH:13])=[C:2]([NH:1][C:19]([NH:18][CH:14]([CH2:16][CH3:17])[CH3:15])=[O:20])[CH:7]=[CH:6][C:5]=1[Cl:8])(=[O:11])=[O:10]. (2) Given the reactants C(Cl)(=O)C(Cl)=O.[CH:7]1([CH2:12][C:13]([OH:15])=O)[CH2:11][CH2:10][CH2:9][CH2:8]1.[F:16][C:17]1[CH:18]=[C:19]([CH:39]=[CH:40][C:41]=1[N:42]1[CH2:47][CH2:46][O:45][CH2:44][CH2:43]1)[NH:20][CH2:21][CH:22]1[CH2:27][CH2:26][N:25]([CH2:28][C:29]2[CH:34]=[CH:33][C:32]([C:35]([F:38])([F:37])[F:36])=[CH:31][CH:30]=2)[CH2:24][CH2:23]1.C(N(CC)CC)C, predict the reaction product. The product is: [CH:7]1([CH2:12][C:13]([N:20]([C:19]2[CH:39]=[CH:40][C:41]([N:42]3[CH2:47][CH2:46][O:45][CH2:44][CH2:43]3)=[C:17]([F:16])[CH:18]=2)[CH2:21][CH:22]2[CH2:27][CH2:26][N:25]([CH2:28][C:29]3[CH:34]=[CH:33][C:32]([C:35]([F:37])([F:36])[F:38])=[CH:31][CH:30]=3)[CH2:24][CH2:23]2)=[O:15])[CH2:8][CH2:9][CH2:10][CH2:11]1. (3) Given the reactants F[C:2]1[CH:7]=[C:6]([F:8])[CH:5]=[CH:4][C:3]=1[C:9]1[N:14]=[CH:13][N:12]=[C:11]([NH:15][C:16]2[CH:17]=[C:18]([CH:29]=[CH:30][CH:31]=2)[CH2:19][S:20](=[N:23]C(=O)OCC)([CH3:22])=[O:21])[N:10]=1.[F:32][C:33]([F:39])([F:38])[CH2:34][CH2:35][CH2:36][OH:37], predict the reaction product. The product is: [F:8][C:6]1[CH:5]=[CH:4][C:3]([C:9]2[N:14]=[CH:13][N:12]=[C:11]([NH:15][C:16]3[CH:31]=[CH:30][CH:29]=[C:18]([CH2:19][S:20]([CH3:22])(=[NH:23])=[O:21])[CH:17]=3)[N:10]=2)=[C:2]([O:37][CH2:36][CH2:35][CH2:34][C:33]([F:39])([F:38])[F:32])[CH:7]=1. (4) Given the reactants [C:1]([C:3]1[CH:8]=[CH:7][C:6]([C:9]2[CH:10]=[C:11]3[N:24]([CH2:25][CH:26]4[C@@H:31]5[C@H:27]4[CH2:28][N:29](C(OC(C)(C)C)=O)[CH2:30]5)[N:23]=[CH:22][C:12]3=[N:13][C:14]=2[C:15]2[CH:20]=[CH:19][C:18]([CH3:21])=[CH:17][CH:16]=2)=[CH:5][CH:4]=1)#[N:2].Cl, predict the reaction product. The product is: [C@@H:27]12[CH:26]([CH2:25][N:24]3[C:11]4[C:12](=[N:13][C:14]([C:15]5[CH:16]=[CH:17][C:18]([CH3:21])=[CH:19][CH:20]=5)=[C:9]([C:6]5[CH:7]=[CH:8][C:3]([C:1]#[N:2])=[CH:4][CH:5]=5)[CH:10]=4)[CH:22]=[N:23]3)[C@@H:31]1[CH2:30][NH:29][CH2:28]2. (5) Given the reactants Cl.[NH2:2][CH2:3][CH2:4][NH:5][C:6](=[O:27])[CH2:7][CH2:8]/[C:9](/[CH3:26])=[CH:10]/[CH2:11][C:12]1[C:13]([OH:25])=[C:14]2[C:18](=[C:19]([CH3:23])[C:20]=1[O:21][CH3:22])[CH2:17][O:16][C:15]2=[O:24].[C:28](O)(=[O:50])[CH2:29][CH2:30]/[CH:31]=[CH:32]\[CH2:33]/[CH:34]=[CH:35]\[CH2:36]/[CH:37]=[CH:38]\[CH2:39]/[CH:40]=[CH:41]\[CH2:42]/[CH:43]=[CH:44]\[CH2:45]/[CH:46]=[CH:47]\[CH2:48][CH3:49].CN(C(ON1N=NC2C=CC=NC1=2)=[N+](C)C)C.F[P-](F)(F)(F)(F)F.CCN(C(C)C)C(C)C, predict the reaction product. The product is: [OH:25][C:13]1[C:12]([CH2:11]/[CH:10]=[C:9](\[CH3:26])/[CH2:8][CH2:7][C:6]([NH:5][CH2:4][CH2:3][NH:2][C:28](=[O:50])[CH2:29][CH2:30]/[CH:31]=[CH:32]\[CH2:33]/[CH:34]=[CH:35]\[CH2:36]/[CH:37]=[CH:38]\[CH2:39]/[CH:40]=[CH:41]\[CH2:42]/[CH:43]=[CH:44]\[CH2:45]/[CH:46]=[CH:47]\[CH2:48][CH3:49])=[O:27])=[C:20]([O:21][CH3:22])[C:19]([CH3:23])=[C:18]2[C:14]=1[C:15](=[O:24])[O:16][CH2:17]2. (6) Given the reactants Cl[C:2]1[CH:7]=[C:6]([N:8]2[CH2:13][CH2:12][CH:11]([NH:14][C:15]3[N:31]=[C:18]4[C:19]([C:23]5[CH:28]=[CH:27][C:26]([F:29])=[C:25]([F:30])[CH:24]=5)=[CH:20][CH:21]=[CH:22][N:17]4[N:16]=3)[CH2:10][CH2:9]2)[CH:5]=[CH:4][N:3]=1.[O-:32][CH2:33][CH3:34].[Na+], predict the reaction product. The product is: [F:30][C:25]1[CH:24]=[C:23]([C:19]2[C:18]3[N:17]([N:16]=[C:15]([NH:14][CH:11]4[CH2:12][CH2:13][N:8]([C:6]5[CH:5]=[CH:4][N:3]=[C:2]([O:32][CH2:33][CH3:34])[CH:7]=5)[CH2:9][CH2:10]4)[N:31]=3)[CH:22]=[CH:21][CH:20]=2)[CH:28]=[CH:27][C:26]=1[F:29]. (7) Given the reactants COCCOC[O:7][C:8]1[CH:13]=[CH:12][C:11]([C:14]2[CH:19]=[CH:18][C:17]([C:20]([N:22]([CH2:24][C:25]3[CH:26]=[C:27]([C:31]4[CH:36]=[CH:35][C:34]([CH2:37][CH:38]5[S:42][C:41](=[O:43])[NH:40][C:39]5=[O:44])=[CH:33][CH:32]=4)[CH:28]=[CH:29][CH:30]=3)[CH3:23])=[O:21])=[CH:16][CH:15]=2)=[CH:10][CH:9]=1.S(=O)(=O)(O)O, predict the reaction product. The product is: [OH:7][C:8]1[CH:13]=[CH:12][C:11]([C:14]2[CH:19]=[CH:18][C:17]([C:20]([N:22]([CH2:24][C:25]3[CH:26]=[C:27]([C:31]4[CH:36]=[CH:35][C:34]([CH2:37][CH:38]5[S:42][C:41](=[O:43])[NH:40][C:39]5=[O:44])=[CH:33][CH:32]=4)[CH:28]=[CH:29][CH:30]=3)[CH3:23])=[O:21])=[CH:16][CH:15]=2)=[CH:10][CH:9]=1. (8) The product is: [Cl:11][C:12]1[CH:19]=[C:18]([O:10][C:6]2[CH:7]=[CH:8][CH:9]=[C:4]([CH2:1][CH2:2][CH3:3])[CH:5]=2)[CH:17]=[CH:16][C:13]=1[CH:14]=[O:15]. Given the reactants [CH2:1]([C:4]1[CH:5]=[C:6]([OH:10])[CH:7]=[CH:8][CH:9]=1)[CH2:2][CH3:3].[Cl:11][C:12]1[CH:19]=[C:18](F)[CH:17]=[CH:16][C:13]=1[CH:14]=[O:15], predict the reaction product.